Dataset: Catalyst prediction with 721,799 reactions and 888 catalyst types from USPTO. Task: Predict which catalyst facilitates the given reaction. (1) Reactant: [NH:1]([C:3](=O)[CH2:4][NH:5][C:6](=[O:12])OC(C)(C)C)[NH2:2].[CH3:14][O:15][C:16]([C:18]1[CH:26]=[CH:25][C:21](C(O)=O)=[CH:20][CH:19]=1)=[O:17].C([N:29]([CH2:32][CH3:33])[CH2:30][CH3:31])C.CN(C(O[N:42]1N=N[C:44]2C=CC=N[C:43]1=2)=[N+](C)C)C.F[P-](F)(F)(F)(F)F. Product: [N:29]1[CH:30]=[CH:31][C:44]([C:43]2[N:42]=[C:3]([CH2:4][NH:5][C:6]([C:21]3[CH:20]=[CH:19][C:18]([C:16]([O:15][CH3:14])=[O:17])=[CH:26][CH:25]=3)=[O:12])[NH:1][N:2]=2)=[CH:33][CH:32]=1. The catalyst class is: 18. (2) Reactant: Cl[C:2]1[N:13]=[CH:12][CH:11]=[CH:10][C:3]=1[C:4]([NH:6][CH2:7][C:8]#[CH:9])=[O:5].[CH3:14][O:15][C:16]1[CH:17]=[C:18]([CH:20]=[C:21]([O:25][CH3:26])[C:22]=1[O:23][CH3:24])[NH2:19]. Product: [CH2:7]([NH:6][C:4](=[O:5])[C:3]1[CH:10]=[CH:11][CH:12]=[N:13][C:2]=1[NH:19][C:18]1[CH:20]=[C:21]([O:25][CH3:26])[C:22]([O:23][CH3:24])=[C:16]([O:15][CH3:14])[CH:17]=1)[C:8]#[CH:9]. The catalyst class is: 196. (3) The catalyst class is: 3. Product: [C:1]([C:3]1[C:4]([C:17]2[CH:22]=[CH:21][C:20]([Cl:23])=[C:19]([Cl:24])[CH:18]=2)=[C:5]([C:14]([NH:62][C:61]2[N:57]([CH3:56])[N:58]=[C:59]([CH3:63])[CH:60]=2)=[O:16])[S:6][C:7]=1[N:8]1[CH2:13][CH2:12][O:11][CH2:10][CH2:9]1)#[N:2]. Reactant: [C:1]([C:3]1[C:4]([C:17]2[CH:22]=[CH:21][C:20]([Cl:23])=[C:19]([Cl:24])[CH:18]=2)=[C:5]([C:14]([OH:16])=O)[S:6][C:7]=1[N:8]1[CH2:13][CH2:12][O:11][CH2:10][CH2:9]1)#[N:2].CN(C(ON1N=NC2C=CC=CC1=2)=[N+](C)C)C.F[P-](F)(F)(F)(F)F.CN1CCOCC1.[CH3:56][N:57]1[C:61]([NH2:62])=[CH:60][C:59]([CH3:63])=[N:58]1.